This data is from Forward reaction prediction with 1.9M reactions from USPTO patents (1976-2016). The task is: Predict the product of the given reaction. (1) Given the reactants [OH:1][C:2]1[C:7]([O:8][CH3:9])=[CH:6][C:5]([C:10]2[CH:15]=[CH:14][C:13]([N:16]([CH3:38])[CH2:17][CH2:18][N:19]([C:21]3[CH:22]=[CH:23][C:24]([C:27]4[CH:32]=[C:31]([O:33][CH3:34])[C:30]([OH:35])=[C:29]([O:36][CH3:37])[CH:28]=4)=[N:25][CH:26]=3)[CH3:20])=[CH:12][N:11]=2)=[CH:4][C:3]=1[O:39][CH3:40].[CH3:41][S:42]([OH:45])(=[O:44])=[O:43], predict the reaction product. The product is: [CH3:41][S:42]([OH:45])(=[O:44])=[O:43].[CH3:41][S:42]([OH:45])(=[O:44])=[O:43].[C:2]([O:1][C:2]1[C:7]([O:8][CH3:9])=[CH:6][C:5]([C:10]2[CH:15]=[CH:14][C:13]([N:16]([CH3:38])[CH2:17][CH2:18][N:19]([C:21]3[CH:22]=[CH:23][C:24]([C:27]4[CH:28]=[C:29]([O:36][CH3:37])[C:30]([O:35][C:31](=[O:33])[CH2:30][CH2:29][CH3:28])=[C:31]([O:33][CH3:34])[CH:32]=4)=[N:25][CH:26]=3)[CH3:20])=[CH:12][N:11]=2)=[CH:4][C:3]=1[O:39][CH3:40])(=[O:1])[CH2:3][CH2:4][CH3:5]. (2) Given the reactants [C:1]([CH2:3][C:4]([O:6][CH3:7])=[O:5])#[N:2].[Cl:8][C:9]1[C:13]([Cl:14])=[C:12]([C:15](Cl)=[O:16])[S:11][N:10]=1.Cl, predict the reaction product. The product is: [C:1]([CH:3]([C:15]([C:12]1[S:11][N:10]=[C:9]([Cl:8])[C:13]=1[Cl:14])=[O:16])[C:4]([O:6][CH3:7])=[O:5])#[N:2].